This data is from Full USPTO retrosynthesis dataset with 1.9M reactions from patents (1976-2016). The task is: Predict the reactants needed to synthesize the given product. (1) Given the product [CH2:42]([O:49][C:50]1[N:51]=[N:52][C:53]([C:64]#[C:65][C:4]2[CH:5]=[CH:6][CH:7]=[C:2]([Cl:1])[CH:3]=2)=[CH:54][C:55]=1[O:56][CH2:57][C:58]1[CH:63]=[CH:62][CH:61]=[CH:60][CH:59]=1)[C:43]1[CH:44]=[CH:45][CH:46]=[CH:47][CH:48]=1, predict the reactants needed to synthesize it. The reactants are: [Cl:1][C:2]1[CH:7]=[CH:6][CH:5]=[C:4](I)[CH:3]=1.N1(C2CCCCCCCCCC2)CCCN=CCCCCC1.C1CCN2C(=NCCC2)CC1.[CH2:42]([O:49][C:50]1[N:51]=[N:52][C:53]([C:64]#[CH:65])=[CH:54][C:55]=1[O:56][CH2:57][C:58]1[CH:63]=[CH:62][CH:61]=[CH:60][CH:59]=1)[C:43]1[CH:48]=[CH:47][CH:46]=[CH:45][CH:44]=1. (2) Given the product [ClH:1].[Cl:1][C:2]1[CH:3]=[CH:4][C:5]([CH2:8][O:9][C:10]2[CH:15]=[CH:14][N:13]([C:16]3[CH:21]=[CH:20][C:19]4[C:22]5[CH2:28][CH2:27][NH:26][CH2:25][CH2:24][C:23]=5[S:36][C:18]=4[CH:17]=3)[C:12](=[O:37])[CH:11]=2)=[N:6][CH:7]=1, predict the reactants needed to synthesize it. The reactants are: [Cl:1][C:2]1[CH:3]=[CH:4][C:5]([CH2:8][O:9][C:10]2[CH:15]=[CH:14][N:13]([C:16]3[CH:21]=[CH:20][C:19]4[C:22]5[CH2:28][CH2:27][N:26](C(OC(C)(C)C)=O)[CH2:25][CH2:24][C:23]=5[S:36][C:18]=4[CH:17]=3)[C:12](=[O:37])[CH:11]=2)=[N:6][CH:7]=1.Cl. (3) Given the product [Cl:21][C:22]1[N:23]=[C:24]([N:20]=[C:7]([C:14]2[CH:15]=[CH:16][CH:17]=[CH:18][CH:19]=2)[C:8]2[CH:13]=[CH:12][CH:11]=[CH:10][CH:9]=2)[CH:25]=[C:26]([CH3:28])[CH:27]=1, predict the reactants needed to synthesize it. The reactants are: CC(C)([O-])C.[Na+].[C:7](=[NH:20])([C:14]1[CH:19]=[CH:18][CH:17]=[CH:16][CH:15]=1)[C:8]1[CH:13]=[CH:12][CH:11]=[CH:10][CH:9]=1.[Cl:21][C:22]1[CH:27]=[C:26]([CH3:28])[CH:25]=[C:24](Cl)[N:23]=1. (4) Given the product [N:3]1[CH:4]=[CH:5][CH:6]=[CH:7][C:2]=1[NH:1][C:17](=[O:18])[C:16]([CH3:21])([CH3:20])[CH3:15], predict the reactants needed to synthesize it. The reactants are: [NH2:1][C:2]1[CH:7]=[CH:6][CH:5]=[CH:4][N:3]=1.CCN(CC)CC.[CH3:15][C:16]([CH3:21])([CH3:20])[C:17](Cl)=[O:18]. (5) Given the product [F:33][C:4]1[CH:3]=[CH:2][C:10]2[S:9][C:8]([C:11]3[C:12]([NH2:28])=[N:13][CH:14]=[C:15]([C:17]4[CH:18]=[N:19][N:20]([CH:22]5[CH2:23][CH2:24][NH:25][CH2:26][CH2:27]5)[CH:21]=4)[CH:16]=3)=[N:7][C:6]=2[C:5]=1[C:29]([F:30])([F:31])[F:32], predict the reactants needed to synthesize it. The reactants are: F[C:2]1[C:10]2[S:9][C:8]([C:11]3[C:12]([NH2:28])=[N:13][CH:14]=[C:15]([C:17]4[CH:18]=[N:19][N:20]([CH:22]5[CH2:27][CH2:26][NH:25][CH2:24][CH2:23]5)[CH:21]=4)[CH:16]=3)=[N:7][C:6]=2[C:5]([C:29]([F:32])([F:31])[F:30])=[CH:4][CH:3]=1.[F:33]C1C=CC2SC(I)=NC=2C=1C(F)(F)F. (6) Given the product [CH2:24]([N:23]1[C:22]2[CH:29]=[CH:30][CH:31]=[CH:32][C:21]=2[N:20]=[C:19]1[CH2:18][N:1]1[C:10]2[C:5](=[CH:6][CH:7]=[CH:8][CH:9]=2)[CH2:4][C:3]2([CH2:14][CH2:13][CH2:12][CH2:11]2)[C:2]1=[O:15])[CH2:25][CH:26]([CH3:28])[CH3:27], predict the reactants needed to synthesize it. The reactants are: [NH:1]1[C:10]2[C:5](=[CH:6][CH:7]=[CH:8][CH:9]=2)[CH2:4][C:3]2([CH2:14][CH2:13][CH2:12][CH2:11]2)[C:2]1=[O:15].Cl.Cl[CH2:18][C:19]1[N:23]([CH2:24][CH2:25][CH:26]([CH3:28])[CH3:27])[C:22]2[CH:29]=[CH:30][CH:31]=[CH:32][C:21]=2[N:20]=1. (7) Given the product [Cl:1][C:2]1[CH:7]=[CH:6][CH:5]=[CH:4][C:3]=1[C:8]1[N:9]([CH3:18])[C:10]([C:13]([CH3:17])([CH3:16])[CH2:14][NH:19][C:20]2[CH:25]=[CH:24][CH:23]=[CH:22][CH:21]=2)=[N:11][N:12]=1, predict the reactants needed to synthesize it. The reactants are: [Cl:1][C:2]1[CH:7]=[CH:6][CH:5]=[CH:4][C:3]=1[C:8]1[N:9]([CH3:18])[C:10]([C:13]([CH3:17])([CH3:16])[CH:14]=O)=[N:11][N:12]=1.[NH2:19][C:20]1[CH:25]=[CH:24][CH:23]=[CH:22][CH:21]=1.C(O[BH-](OC(=O)C)OC(=O)C)(=O)C.[Na+]. (8) Given the product [Br:1][C:2]1[CH:3]=[C:4]([F:17])[C:5]2[O:10][CH2:9][C:8](=[O:11])[N:7]([CH2:12][CH2:13][CH2:14][N:33]3[CH2:34][CH2:35][CH:30]([CH2:26][CH2:27][CH2:28][CH3:29])[CH2:31][CH2:32]3)[C:6]=2[CH:16]=1, predict the reactants needed to synthesize it. The reactants are: [Br:1][C:2]1[CH:3]=[C:4]([F:17])[C:5]2[O:10][CH2:9][C:8](=[O:11])[N:7]([CH2:12][CH2:13][CH2:14]Cl)[C:6]=2[CH:16]=1.C([O-])([O-])=O.[K+].[K+].[Na+].[I-].[CH2:26]([CH:30]1[CH2:35][CH2:34][NH:33][CH2:32][CH2:31]1)[CH2:27][CH2:28][CH3:29]. (9) Given the product [Cl:13][CH2:14][C:15]([O:1][C:2]([CH:5]1[CH2:10][CH2:9][C:8]([O:11][C:15](=[O:16])[CH2:14][Cl:13])([CH3:12])[CH2:7][CH2:6]1)([CH3:4])[CH3:3])=[O:16], predict the reactants needed to synthesize it. The reactants are: [OH:1][C:2]([CH:5]1[CH2:10][CH2:9][C:8]([CH3:12])([OH:11])[CH2:7][CH2:6]1)([CH3:4])[CH3:3].[Cl:13][CH2:14][C:15](O[C:15](=[O:16])[CH2:14][Cl:13])=[O:16]. (10) Given the product [Cl:1][C:2]1[CH:29]=[CH:28][C:5]([CH2:6][N:7]2[CH:12]=[N:11][C:10]([N:13]3[CH2:14][CH2:15][CH:16]([C:20]4[CH:25]=[CH:24][C:23]([F:26])=[CH:22][CH:21]=4)[CH:17]([OH:19])[CH2:18]3)=[N:9][C:8]2=[O:27])=[CH:4][CH:3]=1, predict the reactants needed to synthesize it. The reactants are: [Cl:1][C:2]1[CH:29]=[CH:28][C:5]([CH2:6][N:7]2[CH:12]=[N:11][C:10]([N:13]3[CH2:18][CH:17]([OH:19])[C:16]([C:20]4[CH:25]=[CH:24][C:23]([F:26])=[CH:22][CH:21]=4)=[CH:15][CH2:14]3)=[N:9][C:8]2=[O:27])=[CH:4][CH:3]=1.CO.[H][H].